Dataset: Full USPTO retrosynthesis dataset with 1.9M reactions from patents (1976-2016). Task: Predict the reactants needed to synthesize the given product. The reactants are: [F:1][C:2]1[CH:3]=[C:4]([C:28]2[C:29](=[O:42])[N:30]([CH3:41])[C:31]([NH:34][C:35]3[CH:40]=[CH:39][CH:38]=[CH:37][CH:36]=3)=[N:32][CH:33]=2)[CH:5]=[CH:6][C:7]=1[O:8][C:9]1[CH:14]=[CH:13][N:12]=[C:11]2[N:15](CC3C=CC(OC)=CC=3)[N:16]=[C:17]([CH3:18])[C:10]=12. Given the product [F:1][C:2]1[CH:3]=[C:4]([C:28]2[C:29](=[O:42])[N:30]([CH3:41])[C:31]([NH:34][C:35]3[CH:36]=[CH:37][CH:38]=[CH:39][CH:40]=3)=[N:32][CH:33]=2)[CH:5]=[CH:6][C:7]=1[O:8][C:9]1[CH:14]=[CH:13][N:12]=[C:11]2[NH:15][N:16]=[C:17]([CH3:18])[C:10]=12, predict the reactants needed to synthesize it.